Dataset: Drug-induced liver injury (DILI) classification data. Task: Regression/Classification. Given a drug SMILES string, predict its toxicity properties. Task type varies by dataset: regression for continuous values (e.g., LD50, hERG inhibition percentage) or binary classification for toxic/non-toxic outcomes (e.g., AMES mutagenicity, cardiotoxicity, hepatotoxicity). Dataset: dili. (1) The molecule is OC(CCN1CCCCC1)(c1ccccc1)C1CC2C=CC1C2. The result is 0 (no liver injury). (2) The drug is NC(=O)c1ccccc1O. The result is 0 (no liver injury). (3) The molecule is Cn1cnc([N+](=O)[O-])c1Sc1ncnc2nc[nH]c12. The result is 1 (causes liver injury). (4) The drug is Cc1ncc(C[n+]2csc(CCO)c2C)c(N)n1. The result is 0 (no liver injury). (5) The molecule is CC12CC3CC(C)(C1)CC(N)(C3)C2. The result is 0 (no liver injury). (6) The drug is NCCC(O)(P(=O)(O)O)P(=O)(O)O. The result is 0 (no liver injury).